From a dataset of Catalyst prediction with 721,799 reactions and 888 catalyst types from USPTO. Predict which catalyst facilitates the given reaction. Product: [OH:8][C:9]1[C:16]([O:17][CH3:18])=[CH:15][C:12]([CH:13]=[O:14])=[C:11]([N+:19]([O-:21])=[O:20])[CH:10]=1. Reactant: C([O:8][C:9]1[C:16]([O:17][CH3:18])=[CH:15][C:12]([CH:13]=[O:14])=[C:11]([N+:19]([O-:21])=[O:20])[CH:10]=1)C1C=CC=CC=1. The catalyst class is: 67.